From a dataset of Peptide-MHC class I binding affinity with 185,985 pairs from IEDB/IMGT. Regression. Given a peptide amino acid sequence and an MHC pseudo amino acid sequence, predict their binding affinity value. This is MHC class I binding data. (1) The peptide sequence is GEFLYCKMNWF. The MHC is Mamu-A11 with pseudo-sequence Mamu-A11. The binding affinity (normalized) is 0.626. (2) The peptide sequence is KLMKITAEW. The binding affinity (normalized) is 0.892. The MHC is HLA-A32:01 with pseudo-sequence HLA-A32:01.